From a dataset of Peptide-MHC class I binding affinity with 185,985 pairs from IEDB/IMGT. Regression. Given a peptide amino acid sequence and an MHC pseudo amino acid sequence, predict their binding affinity value. This is MHC class I binding data. (1) The peptide sequence is SNIDFKIKK. The MHC is HLA-A29:02 with pseudo-sequence HLA-A29:02. The binding affinity (normalized) is 0. (2) The MHC is HLA-A02:01 with pseudo-sequence HLA-A02:01. The binding affinity (normalized) is 0.0847. The peptide sequence is VLTGNLQTL.